From a dataset of Forward reaction prediction with 1.9M reactions from USPTO patents (1976-2016). Predict the product of the given reaction. (1) Given the reactants C(OC(=O)[N:7]([CH3:25])[C:8]1[C:9]2[N:10]([C:14]([C:17]3[CH:22]=[CH:21][N:20]=[C:19](SC)[N:18]=3)=[CH:15][N:16]=2)[CH:11]=[CH:12][N:13]=1)(C)(C)C.[NH2:27][CH:28]1[CH2:33][CH2:32][O:31][CH2:30][CH2:29]1, predict the reaction product. The product is: [CH3:25][NH:7][C:8]1[C:9]2[N:10]([C:14]([C:17]3[CH:22]=[CH:21][N:20]=[C:19]([NH:27][CH:28]4[CH2:33][CH2:32][O:31][CH2:30][CH2:29]4)[N:18]=3)=[CH:15][N:16]=2)[CH:11]=[CH:12][N:13]=1. (2) Given the reactants CN([CH:4]=[O:5])C.[OH:6][C:7]1[CH:15]=[CH:14][C:10]([C:11]([OH:13])=O)=[CH:9][C:8]=1[N+:16]([O-:18])=[O:17].[C:19](=O)([O-])[O-].[K+].[K+].[CH2:25](I)[CH3:26], predict the reaction product. The product is: [CH2:25]([O:6][C:7]1[CH:15]=[CH:14][C:10]([C:11]([O:5][CH2:4][CH3:19])=[O:13])=[CH:9][C:8]=1[N+:16]([O-:18])=[O:17])[CH3:26]. (3) Given the reactants [CH3:1][C:2]1([CH3:17])[C:6]([CH3:8])([CH3:7])[O:5][B:4]([C:9]2[CH:10]=[C:11]([CH:14]=[CH:15][CH:16]=2)[CH:12]=O)[O:3]1.[NH2:18][CH2:19][CH2:20][OH:21].C(O[BH-](OC(=O)C)OC(=O)C)(=O)C.[Na+].CC(O)=O, predict the reaction product. The product is: [CH3:1][C:2]1([CH3:17])[C:6]([CH3:8])([CH3:7])[O:5][B:4]([C:9]2[CH:10]=[C:11]([CH:14]=[CH:15][CH:16]=2)[CH2:12][NH:18][CH2:19][CH2:20][OH:21])[O:3]1. (4) The product is: [C:13]([O:17][C:18](=[O:41])[NH:19][C:20]([C:22]1[S:23][C:24]([S:39][CH3:40])=[C:25]([S:27]([C:30]2[CH:31]=[C:32]([C:2]3[C:7]([N+:8]([O-:10])=[O:9])=[CH:6][C:5]([NH2:11])=[CH:4][C:3]=3[CH3:12])[CH:33]=[CH:34][CH:35]=2)(=[O:29])=[O:28])[CH:26]=1)=[NH:21])([CH3:16])([CH3:15])[CH3:14]. Given the reactants Br[C:2]1[C:7]([N+:8]([O-:10])=[O:9])=[CH:6][C:5]([NH2:11])=[CH:4][C:3]=1[CH3:12].[C:13]([O:17][C:18](=[O:41])[NH:19][C:20]([C:22]1[S:23][C:24]([S:39][CH3:40])=[C:25]([S:27]([C:30]2[CH:35]=[CH:34][CH:33]=[C:32](B(O)O)[CH:31]=2)(=[O:29])=[O:28])[CH:26]=1)=[NH:21])([CH3:16])([CH3:15])[CH3:14].C([O-])([O-])=O.[Na+].[Na+], predict the reaction product.